This data is from Forward reaction prediction with 1.9M reactions from USPTO patents (1976-2016). The task is: Predict the product of the given reaction. (1) Given the reactants [CH3:1][O:2][C:3]1[C:11]([CH3:12])=[C:10]2[C:6]([C:7](=[O:13])[O:8][CH2:9]2)=[C:5]([O:14][CH2:15][CH2:16][Si:17]([CH3:20])([CH3:19])[CH3:18])[C:4]=1[CH2:21]C=O.C1(P(C2C=CC=CC=2)(C2C=CC=CC=2)=[C:31]([CH3:34])[CH:32]=[O:33])C=CC=CC=1.[C:47]1(C)C=CC=CC=1, predict the reaction product. The product is: [CH3:1][O:2][C:3]1[C:11]([CH3:12])=[C:10]2[C:6]([C:7](=[O:13])[O:8][CH2:9]2)=[C:5]([O:14][CH2:15][CH2:16][Si:17]([CH3:18])([CH3:20])[CH3:19])[C:4]=1[CH2:21][CH:47]=[C:31]([CH3:34])[CH:32]=[O:33]. (2) Given the reactants C[O:2][C:3]([C:5]1[N:6]([CH2:42][CH3:43])[CH:7]=[C:8]([NH:10][C:11]([C@H:13]2[C@H:17]([C:18]3[CH:23]=[CH:22][CH:21]=[C:20]([Cl:24])[C:19]=3[F:25])[C@:16]([C:28]3[CH:33]=[CH:32][C:31]([Cl:34])=[CH:30][C:29]=3[F:35])([C:26]#[N:27])[C@H:15]([CH2:36][C:37]([CH3:40])([CH3:39])[CH3:38])[N:14]2[CH3:41])=[O:12])[CH:9]=1)=[O:4].[Li+].[OH-], predict the reaction product. The product is: [Cl:24][C:20]1[C:19]([F:25])=[C:18]([C@@H:17]2[C@:16]([C:28]3[CH:33]=[CH:32][C:31]([Cl:34])=[CH:30][C:29]=3[F:35])([C:26]#[N:27])[C@H:15]([CH2:36][C:37]([CH3:40])([CH3:39])[CH3:38])[N:14]([CH3:41])[C@H:13]2[C:11]([NH:10][C:8]2[CH:9]=[C:5]([C:3]([OH:4])=[O:2])[N:6]([CH2:42][CH3:43])[CH:7]=2)=[O:12])[CH:23]=[CH:22][CH:21]=1. (3) Given the reactants Br[C:2]1[CH:11]=[CH:10][C:9]([N+:12]([O-])=O)=[C:8]2[C:3]=1[CH:4]=[CH:5][N:6]=[CH:7]2, predict the reaction product. The product is: [CH:7]1[C:8]2[C:3](=[CH:2][CH:11]=[CH:10][C:9]=2[NH2:12])[CH:4]=[CH:5][N:6]=1. (4) The product is: [CH:24](/[C:21]1[S:20][C:14]2=[N:15][CH:16]=[C:17]([C:18]#[N:19])[C:12]([NH:11][C:7]3[CH:6]=[C:5]4[C:10](=[CH:9][CH:8]=3)[NH:2][CH:3]=[CH:4]4)=[C:13]2[CH:22]=1)=[CH:25]\[CH:26]=[CH2:27]. Given the reactants Cl.[NH:2]1[C:10]2[C:5](=[CH:6][C:7]([NH:11][C:12]3[C:17]([C:18]#[N:19])=[CH:16][N:15]=[C:14]4[S:20][C:21](I)=[CH:22][C:13]=34)=[CH:8][CH:9]=2)[CH:4]=[CH:3]1.[CH3:24][C:25]1C=CC(S(OCC/C=C/B2CC(C)(C)C(C)(C)C2)(=O)=O)=[CH:27][CH:26]=1.C(=O)([O-])[O-].[Cs+].[Cs+], predict the reaction product. (5) Given the reactants [OH-:1].[Li+].[CH:3]1([O:8][C:9]2[C:14]([O:15][CH3:16])=[CH:13][CH:12]=[CH:11][C:10]=2/[CH:17]=[CH:18]/[C:19]2[N:23]([C:24]3[N:29]=[N:28][C:27](C(OCC)=O)=[CH:26][CH:25]=3)[C:22]3[CH:35]=[CH:36][CH:37]=[CH:38][C:21]=3[N:20]=2)[CH2:7][CH2:6][CH2:5][CH2:4]1.Cl.[CH2:40]([OH:42])[CH3:41], predict the reaction product. The product is: [CH:3]1([O:8][C:9]2[C:14]([O:15][CH3:16])=[CH:13][CH:12]=[CH:11][C:10]=2/[CH:17]=[CH:18]/[C:19]2[N:23]([C:24]3[N:29]=[N:28][C:27]([CH2:41][C:40]([OH:1])=[O:42])=[CH:26][CH:25]=3)[C:22]3[CH:35]=[CH:36][CH:37]=[CH:38][C:21]=3[N:20]=2)[CH2:7][CH2:6][CH2:5][CH2:4]1. (6) The product is: [CH3:22][S:23]([OH:26])(=[O:25])=[O:24].[F:1][C:2]1[CH:3]=[C:4]([CH:19]=[CH:20][CH:21]=1)[O:5][CH:6]([C:13]1[CH:14]=[CH:15][CH:16]=[CH:17][CH:18]=1)[CH:7]1[CH2:8][CH2:9][NH:10][CH2:11][CH2:12]1. Given the reactants [F:1][C:2]1[CH:3]=[C:4]([CH:19]=[CH:20][CH:21]=1)[O:5][CH:6]([C:13]1[CH:18]=[CH:17][CH:16]=[CH:15][CH:14]=1)[CH:7]1[CH2:12][CH2:11][NH:10][CH2:9][CH2:8]1.[CH3:22][S:23]([OH:26])(=[O:25])=[O:24], predict the reaction product.